Dataset: Reaction yield outcomes from USPTO patents with 853,638 reactions. Task: Predict the reaction yield, written as a fraction of the theoretical maximum amount of product (1.0 means a 100% yield; for example, 0.34 means a 34% yield). The reactants are C(=O)([O-])[O-].[K+].[K+].[CH3:7][O:8][C:9](=[O:34])[CH:10]([NH:19][C:20]1[CH:25]=[CH:24][CH:23]=[CH:22][C:21]=1[C:26](=[O:33])[C:27]1[CH:32]=[CH:31][CH:30]=[CH:29][CH:28]=1)[CH2:11][C:12]1[CH:17]=[CH:16][C:15]([OH:18])=[CH:14][CH:13]=1.[Br:35][CH2:36][CH2:37]Br. The catalyst is C(#N)C. The product is [CH3:7][O:8][C:9](=[O:34])[CH:10]([NH:19][C:20]1[CH:25]=[CH:24][CH:23]=[CH:22][C:21]=1[C:26](=[O:33])[C:27]1[CH:32]=[CH:31][CH:30]=[CH:29][CH:28]=1)[CH2:11][C:12]1[CH:13]=[CH:14][C:15]([O:18][CH2:37][CH2:36][Br:35])=[CH:16][CH:17]=1. The yield is 0.620.